This data is from Forward reaction prediction with 1.9M reactions from USPTO patents (1976-2016). The task is: Predict the product of the given reaction. (1) Given the reactants [F:1][C:2]1[CH:20]=[CH:19][C:5]([C:6]([NH:8][CH:9]2[CH2:17][C:16]3[C:11](=[CH:12][CH:13]=[C:14]([OH:18])[CH:15]=3)[CH2:10]2)=[O:7])=[CH:4][CH:3]=1.[C:21]1([S:27](Cl)(=[O:29])=[O:28])[CH:26]=[CH:25][CH:24]=[CH:23][CH:22]=1, predict the reaction product. The product is: [F:1][C:2]1[CH:20]=[CH:19][C:5]([C:6]([NH:8][CH:9]2[CH2:17][C:16]3[C:11](=[CH:12][CH:13]=[C:14]([O:18][S:27]([C:21]4[CH:26]=[CH:25][CH:24]=[CH:23][CH:22]=4)(=[O:29])=[O:28])[CH:15]=3)[CH2:10]2)=[O:7])=[CH:4][CH:3]=1. (2) Given the reactants Br[C:2]1[CH:7]=[C:6]([CH3:8])[CH:5]=[CH:4][C:3]=1[N:9]([CH2:15][O:16][CH2:17][CH2:18][Si:19]([CH3:22])([CH3:21])[CH3:20])[C:10](=[O:14])[C:11]([CH3:13])=[CH2:12].C([SnH](CCCC)CCCC)CCC.N(C1(C#N)CCCCC1)=NC1(C#N)CCCCC1, predict the reaction product. The product is: [CH3:12][C:11]1([CH3:13])[C:4]2[C:3](=[CH:2][CH:7]=[C:6]([CH3:8])[CH:5]=2)[N:9]([CH2:15][O:16][CH2:17][CH2:18][Si:19]([CH3:22])([CH3:21])[CH3:20])[C:10]1=[O:14]. (3) Given the reactants [CH:1]1([S:4][C:5]2[CH:19]=[CH:18][CH:17]=[CH:16][C:6]=2[CH2:7][N:8](C)[C:9](=O)C(F)(F)F)[CH2:3][CH2:2]1.C(=O)([O-])[O-].[K+].[K+].[ClH:26], predict the reaction product. The product is: [ClH:26].[CH:1]1([S:4][C:5]2[CH:19]=[CH:18][CH:17]=[CH:16][C:6]=2[CH2:7][NH:8][CH3:9])[CH2:3][CH2:2]1. (4) Given the reactants [CH3:1][O:2][C:3](=[O:20])[CH:4]([NH:12][C:13]([O:15][C:16]([CH3:19])([CH3:18])[CH3:17])=[O:14])[C:5]1[CH:10]=[CH:9][C:8]([OH:11])=[CH:7][CH:6]=1.[CH3:21][O:22][CH2:23][CH2:24]Br.C(=O)([O-])[O-].[Cs+].[Cs+], predict the reaction product. The product is: [CH3:1][O:2][C:3](=[O:20])[CH:4]([NH:12][C:13]([O:15][C:16]([CH3:17])([CH3:19])[CH3:18])=[O:14])[C:5]1[CH:6]=[CH:7][C:8]([O:11][CH2:24][CH2:23][O:22][CH3:21])=[CH:9][CH:10]=1.